Task: Regression. Given a peptide amino acid sequence and an MHC pseudo amino acid sequence, predict their binding affinity value. This is MHC class I binding data.. Dataset: Peptide-MHC class I binding affinity with 185,985 pairs from IEDB/IMGT (1) The peptide sequence is KCRVKMEKL. The MHC is HLA-B48:01 with pseudo-sequence HLA-B48:01. The binding affinity (normalized) is 0.0847. (2) The peptide sequence is QALSPRTLNAW. The MHC is HLA-B51:01 with pseudo-sequence HLA-B51:01. The binding affinity (normalized) is 0.0780. (3) The peptide sequence is CFTPSPVVV. The MHC is Patr-A0701 with pseudo-sequence Patr-A0701. The binding affinity (normalized) is 0.135.